Dataset: Forward reaction prediction with 1.9M reactions from USPTO patents (1976-2016). Task: Predict the product of the given reaction. (1) Given the reactants [NH2:1][C:2]1[CH:15]=[CH:14][C:13]([O:16][C:17]([F:20])([F:19])[F:18])=[CH:12][C:3]=1[C:4]([NH:6][CH2:7][C:8]([O:10]C)=[O:9])=[O:5].[OH-].[Na+].C(O)(=O)CC(CC(O)=O)(C(O)=O)O, predict the reaction product. The product is: [NH2:1][C:2]1[CH:15]=[CH:14][C:13]([O:16][C:17]([F:18])([F:19])[F:20])=[CH:12][C:3]=1[C:4]([NH:6][CH2:7][C:8]([OH:10])=[O:9])=[O:5]. (2) Given the reactants [O:1]([C:8]1[CH:16]=[CH:15][CH:14]=[CH:13][C:9]=1[C:10]([OH:12])=O)[C:2]1[CH:7]=[CH:6][CH:5]=[CH:4][CH:3]=1.C[N+]1(C2N=C(OC)N=C(OC)N=2)CCOCC1.[Cl-].[NH2:35][C:36]1[CH:41]=[CH:40][CH:39]=[CH:38][C:37]=1/[CH:42]=[CH:43]/[C:44]([O:46][CH3:47])=[O:45].O, predict the reaction product. The product is: [O:1]([C:8]1[CH:16]=[CH:15][CH:14]=[CH:13][C:9]=1[C:10]([NH:35][C:36]1[CH:41]=[CH:40][CH:39]=[CH:38][C:37]=1/[CH:42]=[CH:43]/[C:44]([O:46][CH3:47])=[O:45])=[O:12])[C:2]1[CH:3]=[CH:4][CH:5]=[CH:6][CH:7]=1. (3) Given the reactants [NH2:1][C@H:2]([CH:25]1[CH2:30][CH2:29][CH2:28][CH2:27][CH2:26]1)[C:3]([C:15]1[CH:24]=[CH:23][C:22]2[C:17](=[CH:18][CH:19]=[CH:20][CH:21]=2)[CH:16]=1)([C:5]1[CH:14]=[CH:13][C:12]2[C:7](=[CH:8][CH:9]=[CH:10][CH:11]=2)[CH:6]=1)[OH:4].C[B:32]1[O:37]B(C)OB(C)O1.O1CCC[CH2:41]1, predict the reaction product. The product is: [CH:25]1([C@@H:2]2[C:3]([C:15]3[CH:24]=[CH:23][C:22]4[C:17](=[CH:18][CH:19]=[CH:20][CH:21]=4)[CH:16]=3)([C:5]3[CH:14]=[CH:13][C:12]4[C:7](=[CH:8][CH:9]=[CH:10][CH:11]=4)[CH:6]=3)[O:4][B:32]([O:37][CH3:41])[NH:1]2)[CH2:30][CH2:29][CH2:28][CH2:27][CH2:26]1.